This data is from CYP2C19 inhibition data for predicting drug metabolism from PubChem BioAssay. The task is: Regression/Classification. Given a drug SMILES string, predict its absorption, distribution, metabolism, or excretion properties. Task type varies by dataset: regression for continuous measurements (e.g., permeability, clearance, half-life) or binary classification for categorical outcomes (e.g., BBB penetration, CYP inhibition). Dataset: cyp2c19_veith. The compound is O=C(O)c1ccccc1C1c2ccccc2Oc2ccccc21. The result is 0 (non-inhibitor).